Dataset: Forward reaction prediction with 1.9M reactions from USPTO patents (1976-2016). Task: Predict the product of the given reaction. (1) Given the reactants C(=O)([O-])[O-].[Cs+].[Cs+].[CH:7]1(B(O)O)[CH2:9][CH2:8]1.[OH:13][C:14]1[C:19](I)=[CH:18][C:17]([N+:21]([O-:23])=[O:22])=[CH:16][N:15]=1.Cl, predict the reaction product. The product is: [OH:13][C:14]1[C:19]([CH:7]2[CH2:9][CH2:8]2)=[CH:18][C:17]([N+:21]([O-:23])=[O:22])=[CH:16][N:15]=1. (2) Given the reactants [CH2:1]([C:3]1[N:4]([CH2:9][CH2:10][NH2:11])[CH:5]=[C:6]([I:8])[N:7]=1)[CH3:2].[F:12][C:13]1[CH:14]=[C:15]([CH2:21][CH2:22][CH:23]=O)[CH:16]=[C:17]([F:20])[C:18]=1[F:19], predict the reaction product. The product is: [CH2:1]([C:3]1[N:4]2[CH2:9][CH2:10][NH:11][CH:23]([CH2:22][CH2:21][C:15]3[CH:16]=[C:17]([F:20])[C:18]([F:19])=[C:13]([F:12])[CH:14]=3)[C:5]2=[C:6]([I:8])[N:7]=1)[CH3:2]. (3) Given the reactants [F:1][C:2]1[CH:3]=[CH:4][C:5]([O:25][CH3:26])=[C:6]([C:8]2[CH:13]=[CH:12][N:11]=[C:10]3[NH:14][C:15]([C:19]4[CH2:20][CH2:21][NH:22][CH2:23][CH:24]=4)=[C:16]([C:17]#[N:18])[C:9]=23)[CH:7]=1.C(N(CC)CC)C.Cl[CH2:35][C:36]([N:38]([CH3:40])[CH3:39])=[O:37], predict the reaction product. The product is: [C:17]([C:16]1[C:9]2[C:10](=[N:11][CH:12]=[CH:13][C:8]=2[C:6]2[CH:7]=[C:2]([F:1])[CH:3]=[CH:4][C:5]=2[O:25][CH3:26])[NH:14][C:15]=1[C:19]1[CH2:20][CH2:21][N:22]([CH2:35][C:36]([N:38]([CH3:40])[CH3:39])=[O:37])[CH2:23][CH:24]=1)#[N:18]. (4) The product is: [CH3:21][O:22][C:23](=[O:26])[CH2:24][S:25][CH2:6][CH2:5][CH2:4][C:3]([F:12])([C:8]([F:11])([F:10])[F:9])[C:2]([F:14])([F:13])[F:1]. Given the reactants [F:1][C:2]([F:14])([F:13])[C:3]([F:12])([C:8]([F:11])([F:10])[F:9])[CH2:4][CH2:5][CH2:6]Br.C(=O)([O-])[O-].[K+].[K+].[CH3:21][O:22][C:23](=[O:26])[CH2:24][SH:25].CN(C)C=O, predict the reaction product. (5) Given the reactants CC1C=CC(S(O[C:12]2[C:13]3[CH2:23][CH2:22][CH2:21][CH:20]([C:24]4[CH:29]=[CH:28][CH:27]=[CH:26][CH:25]=4)[CH2:19][C:14]=3[N:15]=[C:16]([NH2:18])[N:17]=2)(=O)=O)=CC=1.Cl.Cl.[NH2:32][CH2:33][CH2:34][NH:35][C:36]1[CH:41]=[CH:40][N:39]=[C:38]([NH2:42])[N:37]=1, predict the reaction product. The product is: [NH2:42][C:38]1[N:37]=[C:36]([NH:35][CH2:34][CH2:33][NH:32][C:14]2[C:13]3[CH2:23][CH2:22][CH2:21][CH:20]([C:24]4[CH:29]=[CH:28][CH:27]=[CH:26][CH:25]=4)[CH2:19][C:12]=3[N:17]=[C:16]([NH2:18])[N:15]=2)[CH:41]=[CH:40][N:39]=1. (6) Given the reactants [CH3:1][O:2][C:3]1[CH:4]=[C:5]2[C:10](=[CH:11][C:12]=1[O:13][CH3:14])[C:9]([CH3:15])=[N:8][C:7]([OH:16])=[CH:6]2.[OH-].[K+].Cl.ClC[C:22]1[C:31]2[C:26](=[CH:27][CH:28]=[CH:29][CH:30]=2)[N:25]=[CH:24][CH:23]=1.[C:32]1(C)C=CC=CC=1, predict the reaction product. The product is: [CH3:1][O:2][C:3]1[CH:4]=[C:5]2[C:10](=[CH:11][C:12]=1[O:13][CH3:14])[C:9]([CH3:15])=[N:8][C:7]([OH:16])=[C:6]2[CH2:32][C:23]1[CH:24]=[N:25][C:26]2[C:31]([CH:22]=1)=[CH:30][CH:29]=[CH:28][CH:27]=2. (7) Given the reactants [Cl:1][C:2]1[CH:16]=[N:15][C:5]2[NH:6][C:7](=O)[C:8]3[N:9]([N:10]=[C:11]([CH3:13])[N:12]=3)[C:4]=2[CH:3]=1.CCN(C(C)C)C(C)C.C([O-])(O)=O.[Na+].O=P(Cl)(Cl)[Cl:33], predict the reaction product. The product is: [Cl:33][C:7]1[C:8]2[N:9]([N:10]=[C:11]([CH3:13])[N:12]=2)[C:4]2[CH:3]=[C:2]([Cl:1])[CH:16]=[N:15][C:5]=2[N:6]=1.